This data is from Forward reaction prediction with 1.9M reactions from USPTO patents (1976-2016). The task is: Predict the product of the given reaction. (1) Given the reactants [OH:1][C:2]1[CH:7]=[CH:6][C:5]([CH2:8][CH2:9][CH2:10][CH:11]2[CH2:15][N:14]([CH2:16][C:17]3[CH:22]=[CH:21][C:20]([CH3:23])=[CH:19][CH:18]=3)[C:13](=[O:24])[N:12]2[CH2:25][CH2:26][CH3:27])=[CH:4][CH:3]=1.Br[C:29]([CH3:36])([CH3:35])[C:30]([O:32][CH2:33][CH3:34])=[O:31].[O-]S([O-])(=O)=O.[Mg+2].C([O-])([O-])=O.[K+].[K+].N#N.Cl, predict the reaction product. The product is: [CH2:33]([O:32][C:30](=[O:31])[C:29]([CH3:36])([O:1][C:2]1[CH:7]=[CH:6][C:5]([CH2:8][CH2:9][CH2:10][CH:11]2[CH2:15][N:14]([CH2:16][C:17]3[CH:18]=[CH:19][C:20]([CH3:23])=[CH:21][CH:22]=3)[C:13](=[O:24])[N:12]2[CH2:25][CH2:26][CH3:27])=[CH:4][CH:3]=1)[CH3:35])[CH3:34]. (2) Given the reactants Br[C:2]1[CH:10]=[C:9]2[C:5]([CH:6]=[N:7][N:8]2[CH3:11])=[C:4]([NH:12][C:13]([C:15]2[N:16]=[C:17]([CH2:20][N:21]3[CH2:26][C@H:25]([CH3:27])[O:24][C@H:23]([CH3:28])[CH2:22]3)[S:18][CH:19]=2)=[O:14])[CH:3]=1.[F:29][C:30]1[CH:35]=[C:34]([F:36])[CH:33]=[CH:32][C:31]=1[S:37]([NH:40][C:41]1[C:42]([O:56][CH3:57])=[N:43][CH:44]=[C:45](B2OC(C)(C)C(C)(C)O2)[CH:46]=1)(=[O:39])=[O:38].P([O-])([O-])([O-])=O.[K+].[K+].[K+], predict the reaction product. The product is: [F:29][C:30]1[CH:35]=[C:34]([F:36])[CH:33]=[CH:32][C:31]=1[S:37]([NH:40][C:41]1[CH:46]=[C:45]([C:2]2[CH:10]=[C:9]3[C:5]([CH:6]=[N:7][N:8]3[CH3:11])=[C:4]([NH:12][C:13]([C:15]3[N:16]=[C:17]([CH2:20][N:21]4[CH2:26][C@H:25]([CH3:27])[O:24][C@H:23]([CH3:28])[CH2:22]4)[S:18][CH:19]=3)=[O:14])[CH:3]=2)[CH:44]=[N:43][C:42]=1[O:56][CH3:57])(=[O:39])=[O:38]. (3) Given the reactants O.NN.[Cl:4][C:5]1[CH:22]=[CH:21][C:8]([CH2:9][N:10]2C(=O)C3=CC=CC=C3C2=O)=[C:7]([F:23])[CH:6]=1.CO, predict the reaction product. The product is: [ClH:4].[Cl:4][C:5]1[CH:22]=[CH:21][C:8]([CH2:9][NH2:10])=[C:7]([F:23])[CH:6]=1.